The task is: Predict the product of the given reaction.. This data is from Forward reaction prediction with 1.9M reactions from USPTO patents (1976-2016). (1) Given the reactants [NH2:1][C:2]1[C:3]2[C:10]([C:11]3[CH:12]=[N:13][C:14]4[C:19]([CH:20]=3)=[CH:18][CH:17]=[CH:16][CH:15]=4)=[C:9](Br)[N:8]([CH2:22][C@@H:23]([NH:27][C:28](=[O:34])[O:29][C:30]([CH3:33])([CH3:32])[CH3:31])[CH2:24][CH:25]=[CH2:26])[C:4]=2[N:5]=[CH:6][N:7]=1.NC1C2C(C3C=NC4C(C=3)=CC=CC=4)=C3N(C=2N=CN=1)C[C@@H](NC(=O)OC(C)(C)C)CC3, predict the reaction product. The product is: [NH2:1][C:2]1[C:3]2[C:10]([C:11]3[CH:12]=[N:13][C:14]4[C:19]([CH:20]=3)=[CH:18][CH:17]=[CH:16][CH:15]=4)=[C:9]3[CH2:26][CH2:25][CH2:24][C@H:23]([NH:27][C:28](=[O:34])[O:29][C:30]([CH3:33])([CH3:32])[CH3:31])[CH2:22][N:8]3[C:4]=2[N:5]=[CH:6][N:7]=1. (2) Given the reactants [Cl:1][C:2]1[CH:7]=[C:6]([C:8](Cl)=[O:9])[CH:5]=[CH:4][N:3]=1.C(N(CC)CC)C.[C:18]([O:22][C:23]([N:25]1[CH2:30][CH2:29][C:28]2([C:38]3[C:33](=[CH:34][CH:35]=[C:36]([F:39])[CH:37]=3)[NH:32][CH2:31]2)[CH2:27][CH2:26]1)=[O:24])([CH3:21])([CH3:20])[CH3:19], predict the reaction product. The product is: [Cl:1][C:2]1[CH:7]=[C:6]([C:8]([N:32]2[C:33]3[C:38](=[CH:37][C:36]([F:39])=[CH:35][CH:34]=3)[C:28]3([CH2:29][CH2:30][N:25]([C:23]([O:22][C:18]([CH3:21])([CH3:20])[CH3:19])=[O:24])[CH2:26][CH2:27]3)[CH2:31]2)=[O:9])[CH:5]=[CH:4][N:3]=1. (3) Given the reactants [NH2:1][CH2:2][C@H:3]1[CH2:7][NH:6][C:5](=[O:8])[CH2:4]1.[CH:9]1([C:14]2[C:19]([C:20]([NH:22][CH:23]3[CH:30]4[CH2:31][CH:26]5[CH2:27][C:28]([OH:33])([CH2:32][CH:24]3[CH2:25]5)[CH2:29]4)=[O:21])=[CH:18][N:17]=[C:16](S(C)(=O)=O)[N:15]=2)[CH2:13][CH2:12][CH2:11][CH2:10]1, predict the reaction product. The product is: [CH:9]1([C:14]2[C:19]([C:20]([NH:22][CH:23]3[CH:30]4[CH2:31][CH:26]5[CH2:27][C:28]([OH:33])([CH2:32][CH:24]3[CH2:25]5)[CH2:29]4)=[O:21])=[CH:18][N:17]=[C:16]([NH:1][CH2:2][C@@H:3]3[CH2:4][C:5](=[O:8])[NH:6][CH2:7]3)[N:15]=2)[CH2:10][CH2:11][CH2:12][CH2:13]1.